Predict which catalyst facilitates the given reaction. From a dataset of Catalyst prediction with 721,799 reactions and 888 catalyst types from USPTO. Reactant: [CH:1]([O:4][C:5]1[N:10]=[C:9]([CH3:11])[C:8]([C:12]2[CH:17]=[CH:16][C:15]([C:18]3[N:22]([C@H:23]4[CH2:27][CH2:26][O:25][CH2:24]4)[N:21]=[CH:20][C:19]=3[C:28]([O:30]CC)=O)=[C:14]([N+:33]([O-])=O)[CH:13]=2)=[C:7]([CH3:36])[CH:6]=1)([CH3:3])[CH3:2].O.C(OCC)(=O)C. Product: [CH:1]([O:4][C:5]1[N:10]=[C:9]([CH3:11])[C:8]([C:12]2[CH:17]=[CH:16][C:15]3[C:18]4[N:22]([C@H:23]5[CH2:27][CH2:26][O:25][CH2:24]5)[N:21]=[CH:20][C:19]=4[C:28](=[O:30])[NH:33][C:14]=3[CH:13]=2)=[C:7]([CH3:36])[CH:6]=1)([CH3:3])[CH3:2]. The catalyst class is: 180.